This data is from Full USPTO retrosynthesis dataset with 1.9M reactions from patents (1976-2016). The task is: Predict the reactants needed to synthesize the given product. Given the product [F:1][C:2]1[CH:9]=[C:8]([N:10]2[CH2:11][CH2:12][N:13]([C:25](=[O:26])[C:24]3[CH:28]=[C:20]([S:17]([CH3:16])(=[O:19])=[O:18])[CH:21]=[CH:22][C:23]=3[C:29]3[S:30][CH:31]=[CH:32][N:33]=3)[CH2:14][CH2:15]2)[CH:7]=[CH:6][C:3]=1[C:4]#[N:5], predict the reactants needed to synthesize it. The reactants are: [F:1][C:2]1[CH:9]=[C:8]([N:10]2[CH2:15][CH2:14][NH:13][CH2:12][CH2:11]2)[CH:7]=[CH:6][C:3]=1[C:4]#[N:5].[CH3:16][S:17]([C:20]1[CH:21]=[CH:22][C:23]([C:29]2[S:30][CH:31]=[CH:32][N:33]=2)=[C:24]([CH:28]=1)[C:25](O)=[O:26])(=[O:19])=[O:18].